Dataset: Catalyst prediction with 721,799 reactions and 888 catalyst types from USPTO. Task: Predict which catalyst facilitates the given reaction. (1) The catalyst class is: 3. Product: [Cl:35][C:36]1[N:41]=[C:40]([O:16][C@@H:17]([C@H:19]2[CH2:23][N:22]([C@@H:24]([C:26]3[CH:27]=[CH:28][C:29]([O:32][CH3:33])=[CH:30][CH:31]=3)[CH3:25])[C:21](=[O:34])[CH2:20]2)[CH3:18])[C:39]2[N:46]([CH3:49])[CH:47]=[N:48][C:38]=2[CH:37]=1. Reactant: C[Si]([N-][Si](C)(C)C)(C)C.[Na+].C1COCC1.[OH:16][C@@H:17]([C@H:19]1[CH2:23][N:22]([C@@H:24]([C:26]2[CH:31]=[CH:30][C:29]([O:32][CH3:33])=[CH:28][CH:27]=2)[CH3:25])[C:21](=[O:34])[CH2:20]1)[CH3:18].[Cl:35][C:36]1[N:41]=[C:40](S(C)(=O)=O)[C:39]2[N:46]([CH3:49])[CH:47]=[N:48][C:38]=2[CH:37]=1. (2) Reactant: [NH2:1][C:2]1[N:6]([C:7]2[CH:8]=[CH:9][C:10]([O:15][Si:16]([CH:23]([CH3:25])[CH3:24])([CH:20]([CH3:22])[CH3:21])[CH:17]([CH3:19])[CH3:18])=[C:11]([CH2:13][OH:14])[CH:12]=2)[N:5]=[C:4]([C:26]([CH3:29])([CH3:28])[CH3:27])[CH:3]=1.[OH-].[Na+].[Cl:32][C:33]([Cl:40])([Cl:39])[CH2:34][O:35][C:36](Cl)=[O:37]. Product: [Cl:32][C:33]([Cl:40])([Cl:39])[CH2:34][O:35][C:36](=[O:37])[NH:1][C:2]1[N:6]([C:7]2[CH:8]=[CH:9][C:10]([O:15][Si:16]([CH:20]([CH3:21])[CH3:22])([CH:23]([CH3:25])[CH3:24])[CH:17]([CH3:18])[CH3:19])=[C:11]([CH2:13][OH:14])[CH:12]=2)[N:5]=[C:4]([C:26]([CH3:29])([CH3:28])[CH3:27])[CH:3]=1. The catalyst class is: 161. (3) Reactant: Cl[C:2]1[N:7]=[C:6]([O:8][CH3:9])[N:5]=[C:4]([NH:10][CH2:11][CH2:12][C:13]2[CH:18]=[CH:17][C:16]([O:19][CH3:20])=[CH:15][CH:14]=2)[CH:3]=1.[C:21]([C:24]1[CH:25]=[C:26](B(O)O)[CH:27]=[CH:28][CH:29]=1)([OH:23])=[O:22].C([O-])([O-])=O.[Cs+].[Cs+]. Product: [CH3:9][O:8][C:6]1[N:7]=[C:2]([C:28]2[CH:29]=[C:24]([CH:25]=[CH:26][CH:27]=2)[C:21]([OH:23])=[O:22])[CH:3]=[C:4]([NH:10][CH2:11][CH2:12][C:13]2[CH:18]=[CH:17][C:16]([O:19][CH3:20])=[CH:15][CH:14]=2)[N:5]=1. The catalyst class is: 108. (4) Reactant: Br[C:2]1[CH:7]=[CH:6][C:5]([C:8]2[C:9](=[O:18])[NH:10][C:11]3([CH2:17][CH2:16][CH2:15][CH2:14][CH2:13]3)[N:12]=2)=[CH:4][CH:3]=1.[Cu][C:20]#[N:21]. Product: [O:18]=[C:9]1[NH:10][C:11]2([CH2:17][CH2:16][CH2:15][CH2:14][CH2:13]2)[N:12]=[C:8]1[C:5]1[CH:6]=[CH:7][C:2]([C:20]#[N:21])=[CH:3][CH:4]=1. The catalyst class is: 37. (5) Reactant: [OH:1][CH:2]([CH2:32][OH:33])[CH2:3][O:4][C:5]1[CH:6]=[CH:7][C:8]([CH3:31])=[C:9]([C:11]([C:13]2[CH:18]=[CH:17][C:16]([NH:19][C:20]3[CH:25]=[CH:24][C:23]([F:26])=[CH:22][C:21]=3[CH3:27])=[CH:15][C:14]=2[N+:28]([O-])=O)=[O:12])[CH:10]=1. Product: [NH2:28][C:14]1[CH:15]=[C:16]([NH:19][C:20]2[CH:25]=[CH:24][C:23]([F:26])=[CH:22][C:21]=2[CH3:27])[CH:17]=[CH:18][C:13]=1[C:11]([C:9]1[CH:10]=[C:5]([O:4][CH2:3][CH:2]([OH:1])[CH2:32][OH:33])[CH:6]=[CH:7][C:8]=1[CH3:31])=[O:12]. The catalyst class is: 19. (6) Reactant: ClC1C=CC=C(C(OO)=O)C=1.[CH2:12]([N:15]1[C:23](=[O:24])[C:22]2[C:17](=[N:18][C:19](SC)=[N:20][CH:21]=2)[N:16]1[C:27]1[CH:32]=[CH:31][CH:30]=[CH:29][N:28]=1)[CH:13]=[CH2:14].C(N(CC)C(C)C)(C)C.[NH2:42][C:43]1[CH:44]=[CH:45][C:46]([N:51]2[CH2:56][CH2:55][N:54]([CH3:57])[CH2:53][CH2:52]2)=[C:47]([CH2:49][OH:50])[CH:48]=1.C(=O)([O-])O.[Na+]. Product: [CH2:12]([N:15]1[C:23](=[O:24])[C:22]2[C:17](=[N:18][C:19]([NH:42][C:43]3[CH:44]=[CH:45][C:46]([N:51]4[CH2:52][CH2:53][N:54]([CH3:57])[CH2:55][CH2:56]4)=[C:47]([CH2:49][OH:50])[CH:48]=3)=[N:20][CH:21]=2)[N:16]1[C:27]1[CH:32]=[CH:31][CH:30]=[CH:29][N:28]=1)[CH:13]=[CH2:14]. The catalyst class is: 207. (7) Reactant: C([O-])([O-])=O.[K+].[K+].I[CH2:8][CH3:9].[NH2:10][C:11]1[C:16]([Cl:17])=[CH:15][C:14]([C:18](=[O:34])[CH2:19][CH2:20][CH:21]2[CH2:26][CH2:25][N:24]([CH2:27][CH:28]3[CH2:33][CH2:32][CH2:31][CH2:30][CH2:29]3)[CH2:23][CH2:22]2)=[C:13]([OH:35])[CH:12]=1. Product: [NH2:10][C:11]1[C:16]([Cl:17])=[CH:15][C:14]([C:18](=[O:34])[CH2:19][CH2:20][CH:21]2[CH2:22][CH2:23][N:24]([CH2:27][CH:28]3[CH2:29][CH2:30][CH2:31][CH2:32][CH2:33]3)[CH2:25][CH2:26]2)=[C:13]([O:35][CH2:8][CH3:9])[CH:12]=1. The catalyst class is: 31.